Dataset: Forward reaction prediction with 1.9M reactions from USPTO patents (1976-2016). Task: Predict the product of the given reaction. (1) Given the reactants [CH2:1]([N:5]1[C:9]2[CH:10]=[CH:11][C:12]([NH2:14])=[CH:13][C:8]=2[N:7]=[CH:6]1)[CH:2]([CH3:4])[CH3:3].[Br:15]Br.N.CO.C(Cl)Cl, predict the reaction product. The product is: [CH2:1]([N:5]1[C:9]2[CH:10]=[CH:11][C:12]([NH2:14])=[C:13]([Br:15])[C:8]=2[N:7]=[CH:6]1)[CH:2]([CH3:4])[CH3:3]. (2) Given the reactants [CH:1]1[C:10]2[C:5](=[CH:6][CH:7]=[CH:8][CH:9]=2)[CH:4]=[CH:3][C:2]=1[C:11]1[C:19]2[C:14](=[N:15][CH:16]=[N:17][C:18]=2[NH2:20])[NH:13][N:12]=1.C([O-])([O-])=O.[K+].[K+].I[CH2:28][C:29]([NH2:31])=[O:30].O, predict the reaction product. The product is: [NH2:20][C:18]1[N:17]=[CH:16][N:15]=[C:14]2[N:13]([CH2:28][C:29]([NH2:31])=[O:30])[N:12]=[C:11]([C:2]3[CH:3]=[CH:4][C:5]4[C:10](=[CH:9][CH:8]=[CH:7][CH:6]=4)[CH:1]=3)[C:19]=12. (3) Given the reactants [F:1][C:2]1[CH:3]=[C:4]([CH2:8][CH2:9][C:10]([OH:12])=O)[CH:5]=[CH:6][CH:7]=1.C(Cl)(=O)C(Cl)=O.N1C=CC=CC=1.[NH2:25][N:26]1[C:35](=[O:36])[C:34]2[C:29](=[CH:30][C:31]([F:37])=[CH:32][CH:33]=2)[N:28]=[C:27]1[N:38]1[CH2:42][CH2:41][CH2:40][CH2:39]1, predict the reaction product. The product is: [F:37][C:31]1[CH:30]=[C:29]2[C:34]([C:35](=[O:36])[N:26]([NH:25][C:10](=[O:12])[CH2:9][CH2:8][C:4]3[CH:5]=[CH:6][CH:7]=[C:2]([F:1])[CH:3]=3)[C:27]([N:38]3[CH2:39][CH2:40][CH2:41][CH2:42]3)=[N:28]2)=[CH:33][CH:32]=1. (4) Given the reactants CC1(C)[N:6](C(OC(C)(C)C)=O)[C@@:5]([CH3:41])([C:14]2[S:15][C:16]([C:19]3[CH:24]=[CH:23][C:22]([O:25][CH2:26][CH2:27][O:28][CH2:29][CH2:30][C:31]4[CH:36]=[CH:35][CH:34]=[CH:33][CH:32]=4)=[C:21]([C:37]([F:40])([F:39])[F:38])[CH:20]=3)=[CH:17][N:18]=2)[CH2:4][O:3]1, predict the reaction product. The product is: [NH2:6][C@@:5]([C:14]1[S:15][C:16]([C:19]2[CH:24]=[CH:23][C:22]([O:25][CH2:26][CH2:27][O:28][CH2:29][CH2:30][C:31]3[CH:36]=[CH:35][CH:34]=[CH:33][CH:32]=3)=[C:21]([C:37]([F:39])([F:40])[F:38])[CH:20]=2)=[CH:17][N:18]=1)([CH3:41])[CH2:4][OH:3]. (5) Given the reactants Br[C:2]1[CH:7]=[CH:6][C:5]([NH:8][S:9]([C:12]2[S:16][C:15]3[CH:17]=[CH:18][C:19]([F:21])=[CH:20][C:14]=3[C:13]=2[CH3:22])(=[O:11])=[O:10])=[C:4]([C:23]([F:26])([F:25])[F:24])[CH:3]=1.[CH3:27][O:28][C:29]1[N:34]=[CH:33][C:32](B(O)O)=[CH:31][N:30]=1, predict the reaction product. The product is: [CH3:27][O:28][C:29]1[N:34]=[CH:33][C:32]([C:2]2[CH:7]=[CH:6][C:5]([NH:8][S:9]([C:12]3[S:16][C:15]4[CH:17]=[CH:18][C:19]([F:21])=[CH:20][C:14]=4[C:13]=3[CH3:22])(=[O:11])=[O:10])=[C:4]([C:23]([F:26])([F:24])[F:25])[CH:3]=2)=[CH:31][N:30]=1. (6) The product is: [NH2:15][C:14]1[C:13](=[N:12][NH:11][C:2]2[CH:3]=[CH:4][C:5]3[C:10](=[CH:9][CH:8]=[CH:7][CH:6]=3)[CH:1]=2)[C:16]([NH2:17])=[N:36][N:35]=1. Given the reactants [CH:1]1[C:10]2[C:5](=[CH:6][CH:7]=[CH:8][CH:9]=2)[CH:4]=[CH:3][C:2]=1[NH:11][N:12]=[C:13]([C:16]#[N:17])[C:14]#[N:15].NC1C=CC2C(=CC=CC=2)C=1.C(#N)CC#N.O.[NH2:35][NH2:36], predict the reaction product. (7) Given the reactants [CH2:1]([N:8]1[C:12]([C:13]([F:16])([F:15])[F:14])=[CH:11][C:10]([C:17]2[CH:22]=[CH:21][C:20]([Cl:23])=[CH:19][CH:18]=2)=[C:9]1[C:24]([N:26]([CH2:28][C:29]([C:32](=O)[NH2:33])([CH3:31])[CH3:30])[CH3:27])=[O:25])[C:2]1[CH:7]=[CH:6][CH:5]=[CH:4][CH:3]=1.C(OC(C(F)(F)F)=O)(C(F)(F)F)=O.Cl.C(Cl)Cl, predict the reaction product. The product is: [CH2:1]([N:8]1[C:12]([C:13]([F:14])([F:15])[F:16])=[CH:11][C:10]([C:17]2[CH:22]=[CH:21][C:20]([Cl:23])=[CH:19][CH:18]=2)=[C:9]1[C:24]([N:26]([CH2:28][C:29]([C:32]#[N:33])([CH3:30])[CH3:31])[CH3:27])=[O:25])[C:2]1[CH:7]=[CH:6][CH:5]=[CH:4][CH:3]=1. (8) Given the reactants [CH3:1][O:2][C:3]1[CH:22]=[CH:21][C:6]([CH2:7][N:8]2[CH:12]=[C:11]([C:13]3[CH:18]=[CH:17][N:16]=[C:15](SC)[N:14]=3)[CH:10]=[N:9]2)=[CH:5][CH:4]=1.C1C=C(Cl)C=C(C(OO)=O)C=1.[NH2:34][C:35]1[CH:36]=[C:37]([OH:42])[CH:38]=[CH:39][C:40]=1[F:41].C([O-])([O-])=O.[K+].[K+], predict the reaction product. The product is: [CH3:1][O:2][C:3]1[CH:22]=[CH:21][C:6]([CH2:7][N:8]2[CH:12]=[C:11]([C:13]3[CH:18]=[CH:17][N:16]=[C:15]([O:42][C:37]4[CH:38]=[CH:39][C:40]([F:41])=[C:35]([NH2:34])[CH:36]=4)[N:14]=3)[CH:10]=[N:9]2)=[CH:5][CH:4]=1. (9) Given the reactants [N-:1]([S:9]([C:12]([F:15])([F:14])[F:13])(=[O:11])=[O:10])[S:2]([C:5]([F:8])([F:7])[F:6])(=[O:4])=[O:3].[Li+].[Br-].[CH2:18]([N+:20]1[C:24]2[CH:25]=[CH:26][CH:27]=[CH:28][C:23]=2[S:22][C:21]=1[CH3:29])[CH3:19], predict the reaction product. The product is: [N-:1]([S:2]([C:5]([F:8])([F:6])[F:7])(=[O:4])=[O:3])[S:9]([C:12]([F:15])([F:14])[F:13])(=[O:11])=[O:10].[CH2:18]([N+:20]1[C:24]2[CH:25]=[CH:26][CH:27]=[CH:28][C:23]=2[S:22][C:21]=1[CH3:29])[CH3:19].